From a dataset of Full USPTO retrosynthesis dataset with 1.9M reactions from patents (1976-2016). Predict the reactants needed to synthesize the given product. (1) Given the product [CH3:1][O:2][C:3]1[CH:4]=[C:5]([C:14]2[O:18][C:17]([C:19]3[C:20]([C:25]([F:28])([F:27])[F:26])=[N+:21]([O-:32])[CH:22]=[CH:23][CH:24]=3)=[N:16][N:15]=2)[CH:6]=[C:7]([N+:11]([O-:13])=[O:12])[C:8]=1[O:9][CH3:10], predict the reactants needed to synthesize it. The reactants are: [CH3:1][O:2][C:3]1[CH:4]=[C:5]([C:14]2[O:18][C:17]([C:19]3[C:20]([C:25]([F:28])([F:27])[F:26])=[N:21][CH:22]=[CH:23][CH:24]=3)=[N:16][N:15]=2)[CH:6]=[C:7]([N+:11]([O-:13])=[O:12])[C:8]=1[O:9][CH3:10].FC(F)(F)C(OC(=O)C(F)(F)F)=[O:32]. (2) The reactants are: [NH2:1][C:2]1[N:10]=[CH:9][CH:8]=[CH:7][C:3]=1[C:4]([OH:6])=[O:5].CO[CH:13](OC)[CH2:14]Br. Given the product [N:1]1[CH:13]=[CH:14][N:10]2[CH:9]=[CH:8][CH:7]=[C:3]([C:4]([OH:6])=[O:5])[C:2]=12, predict the reactants needed to synthesize it. (3) The reactants are: [C:1]([NH:8][N:9]1[C:15](=[O:16])[CH2:14][C:13]2[CH:17]=[CH:18][CH:19]=[CH:20][C:12]=2[C:11]2[CH:21]=[CH:22][CH:23]=[CH:24][C:10]1=2)([O:3][C:4]([CH3:7])([CH3:6])[CH3:5])=[O:2].CN(C=O)C.C([O-])([O-])=O.[Cs+].[Cs+].Cl[CH2:37][C:38](=[O:43])[C:39]([CH3:42])([CH3:41])[CH3:40]. Given the product [C:1]([NH:8][N:9]1[C:15](=[O:16])[CH:14]([CH2:37][C:38](=[O:43])[C:39]([CH3:42])([CH3:41])[CH3:40])[C:13]2[CH:17]=[CH:18][CH:19]=[CH:20][C:12]=2[C:11]2[CH:21]=[CH:22][CH:23]=[CH:24][C:10]1=2)([O:3][C:4]([CH3:7])([CH3:6])[CH3:5])=[O:2], predict the reactants needed to synthesize it. (4) Given the product [CH3:30][NH:31][CH2:12][CH:13]1[CH2:17][C:16]2[CH:18]=[CH:19][CH:20]=[C:21]([C:22]3[CH:27]=[C:26]([Cl:28])[CH:25]=[CH:24][C:23]=3[CH3:29])[C:15]=2[O:14]1, predict the reactants needed to synthesize it. The reactants are: CC1C=CC(S(O[CH2:12][CH:13]2[CH2:17][C:16]3[CH:18]=[CH:19][CH:20]=[C:21]([C:22]4[CH:27]=[C:26]([Cl:28])[CH:25]=[CH:24][C:23]=4[CH3:29])[C:15]=3[O:14]2)(=O)=O)=CC=1.[CH3:30][NH2:31]. (5) The reactants are: [O:1]1[C:10]2[CH:9]=[CH:8][CH:7]=[C:6]([NH2:11])[C:5]=2[CH2:4][CH2:3][CH2:2]1.C1C(=O)N([Br:19])C(=O)C1. Given the product [Br:19][C:9]1[C:10]2[O:1][CH2:2][CH2:3][CH2:4][C:5]=2[C:6]([NH2:11])=[CH:7][CH:8]=1, predict the reactants needed to synthesize it. (6) Given the product [CH3:34][C@H:35]([O:39][C:6]1[N:14]=[C:13]2[C:9]([N:10]=[C:11]([O:24][CH3:25])[N:12]2[CH2:15][CH2:16][CH2:17][CH:18]2[CH2:23][CH2:22][O:21][CH2:20]2)=[C:8]([NH2:26])[N:7]=1)[CH2:36][CH2:37][CH3:38], predict the reactants needed to synthesize it. The reactants are: C(N[C:6]1[N:14]=[C:13]2[C:9]([N:10]=[C:11]([O:24][CH3:25])[N:12]2[CH2:15][CH2:16][CH2:17][CH:18]2[CH2:23][CH2:22][O:21][CH2:20]C2)=[C:8]([NH2:26])[N:7]=1)CCC.FC(F)(F)C(O)=O.[CH3:34][C@H:35]([O:39]C1NC(N)=C2C(N=1)=NC(OC)=N2)[CH2:36][CH2:37][CH3:38].BrCCCC1CCOC1. (7) Given the product [CH3:1][O:2][C:10]1[CH:15]=[C:14]([C:16]2[CH:21]=[CH:20][C:19]([C:22]([F:25])([F:24])[F:23])=[CH:18][N:17]=2)[N:13]2[N:26]=[CH:27][N:28]=[C:12]2[N:11]=1, predict the reactants needed to synthesize it. The reactants are: [CH3:1][O-:2].[Na+].CO.CS([C:10]1[CH:15]=[C:14]([C:16]2[CH:21]=[CH:20][C:19]([C:22]([F:25])([F:24])[F:23])=[CH:18][N:17]=2)[N:13]2[N:26]=[CH:27][N:28]=[C:12]2[N:11]=1)(=O)=O.